Dataset: Forward reaction prediction with 1.9M reactions from USPTO patents (1976-2016). Task: Predict the product of the given reaction. (1) Given the reactants [OH:1][C:2]1[CH:38]=[CH:37][C:5]([C:6]([CH2:8][CH2:9][CH2:10][NH:11][C:12]2[CH:17]=[C:16]([O:18][CH3:19])[CH:15]=[CH:14][C:13]=2[CH:20]2[CH2:29][CH2:28][C:27]3[CH:26]=[C:25]([O:30]C(=O)C(C)(C)C)[CH:24]=[CH:23][C:22]=3[CH2:21]2)=O)=[CH:4][CH:3]=1.Cl[CH2:40][C:41]([N:43]1[CH2:48][CH2:47][CH2:46][CH2:45][CH2:44]1)=O, predict the reaction product. The product is: [CH3:19][O:18][C:16]1[CH:15]=[CH:14][C:13]([CH:20]2[CH2:29][CH2:28][C:27]3[CH:26]=[C:25]([OH:30])[CH:24]=[CH:23][C:22]=3[CH2:21]2)=[C:12]([NH:11][CH2:10][CH2:9][CH2:8][CH2:6][C:5]2[CH:37]=[CH:38][C:2]([O:1][CH2:40][CH2:41][N:43]3[CH2:48][CH2:47][CH2:46][CH2:45][CH2:44]3)=[CH:3][CH:4]=2)[CH:17]=1. (2) Given the reactants S(=O)(=O)(O)O.[C:6](O)(=O)C.[Br:10][C:11]1[CH:16]=[CH:15][C:14]([CH2:17][CH2:18][NH:19][C:20](=[O:25])[C:21]([F:24])([F:23])[F:22])=[CH:13][CH:12]=1.C=O, predict the reaction product. The product is: [Br:10][C:11]1[CH:12]=[C:13]2[C:14]([CH2:17][CH2:18][N:19]([C:20](=[O:25])[C:21]([F:23])([F:24])[F:22])[CH2:6]2)=[CH:15][CH:16]=1. (3) Given the reactants [Br:1][C:2]1[CH:3]=[C:4]([CH2:8][C:9]([OH:11])=[O:10])[CH:5]=[CH:6][CH:7]=1.[CH2:12](Cl)Cl, predict the reaction product. The product is: [CH3:12][O:10][C:9](=[O:11])[CH2:8][C:4]1[CH:5]=[CH:6][CH:7]=[C:2]([Br:1])[CH:3]=1. (4) Given the reactants [C:1]([O:7][CH2:8][C:9]1[CH:14]=[CH:13][CH:12]=[CH:11][CH:10]=1)(=[O:6])[CH2:2][C:3]([O-:5])=O.[O-]CC.[Mg+2].[O-]CC.[Br:22][C:23]1[CH:31]=[CH:30][C:26](C(O)=O)=[C:25]([F:32])[CH:24]=1.C(C1NC=CN=1)(C1NC=CN=1)=O, predict the reaction product. The product is: [CH2:8]([O:7][C:1](=[O:6])[CH2:2][C:3](=[O:5])[C:26]1[CH:30]=[CH:31][C:23]([Br:22])=[CH:24][C:25]=1[F:32])[C:9]1[CH:14]=[CH:13][CH:12]=[CH:11][CH:10]=1. (5) The product is: [CH2:17]([O:16][C:14](=[O:15])[CH:13]([NH:12][C:9](=[O:11])[CH2:8][C:4]1[CH:5]=[CH:6][CH:7]=[C:2]([Cl:1])[CH:3]=1)[CH2:21][CH3:22])[CH:18]([CH3:19])[CH3:20]. Given the reactants [Cl:1][C:2]1[CH:3]=[C:4]([CH2:8][C:9]([OH:11])=O)[CH:5]=[CH:6][CH:7]=1.[NH2:12][CH:13]([CH2:21][CH3:22])[C:14]([O:16][CH2:17][CH:18]([CH3:20])[CH3:19])=[O:15], predict the reaction product. (6) Given the reactants [N:1]1([CH2:6][CH2:7][CH2:8][OH:9])[CH:5]=[N:4][CH:3]=[N:2]1.[C:10]([Si:14](Cl)([CH3:16])[CH3:15])([CH3:13])([CH3:12])[CH3:11].N1C=CN=C1, predict the reaction product. The product is: [C:10]([Si:14]([CH3:16])([CH3:15])[O:9][CH2:8][CH2:7][CH2:6][N:1]1[CH:5]=[N:4][CH:3]=[N:2]1)([CH3:13])([CH3:12])[CH3:11]. (7) The product is: [CH2:1]([NH:9][CH:10]1[CH2:15][CH2:14][N:13]([C:16]([O:18][C:19]([CH3:21])([CH3:20])[CH3:22])=[O:17])[CH2:12][CH:11]1[F:23])[C:2]1[CH:7]=[CH:6][CH:5]=[CH:4][CH:3]=1. Given the reactants [CH:1](=O)[C:2]1[CH:7]=[CH:6][CH:5]=[CH:4][CH:3]=1.[NH2:9][CH:10]1[CH2:15][CH2:14][N:13]([C:16]([O:18][C:19]([CH3:22])([CH3:21])[CH3:20])=[O:17])[CH2:12][CH:11]1[F:23].C([BH3-])#N.[Na+].C(O)(=O)CC(CC(O)=O)(C(O)=O)O, predict the reaction product.